Dataset: Forward reaction prediction with 1.9M reactions from USPTO patents (1976-2016). Task: Predict the product of the given reaction. (1) Given the reactants [Cl:1][C:2]1[N:3]=[C:4]([C:9]([NH:11][C@H:12]2[CH2:17][CH2:16][N:15]([C:18]3[S:19][C:20]([C:24](O)=[O:25])=[C:21]([CH3:23])[N:22]=3)[CH2:14][C@H:13]2[O:27][CH3:28])=[O:10])[NH:5][C:6]=1[CH2:7][CH3:8].[NH2:29][CH2:30][CH2:31][C:32]#[N:33].CCN=C=NCCCN(C)C.Cl.C1C=CC2N(O)N=NC=2C=1, predict the reaction product. The product is: [Cl:1][C:2]1[N:3]=[C:4]([C:9]([NH:11][C@H:12]2[CH2:17][CH2:16][N:15]([C:18]3[S:19][C:20]([C:24]([NH:33][CH2:32][CH2:31][C:30]#[N:29])=[O:25])=[C:21]([CH3:23])[N:22]=3)[CH2:14][C@H:13]2[O:27][CH3:28])=[O:10])[NH:5][C:6]=1[CH2:7][CH3:8]. (2) Given the reactants [CH2:1]([O:5][CH2:6][CH2:7][O:8][C:9]1[CH:14]=[CH:13][C:12]([C:15]2[CH:33]=[N:32][C:18]3[N:19]([CH2:28][CH:29]([CH3:31])[CH3:30])[CH2:20][CH2:21][C:22]([C:24]([O:26]C)=[O:25])=[CH:23][C:17]=3[CH:16]=2)=[CH:11][CH:10]=1)[CH2:2][CH2:3][CH3:4].[OH-].[Na+].O.Cl, predict the reaction product. The product is: [CH2:1]([O:5][CH2:6][CH2:7][O:8][C:9]1[CH:10]=[CH:11][C:12]([C:15]2[CH:33]=[N:32][C:18]3[N:19]([CH2:28][CH:29]([CH3:30])[CH3:31])[CH2:20][CH2:21][C:22]([C:24]([OH:26])=[O:25])=[CH:23][C:17]=3[CH:16]=2)=[CH:13][CH:14]=1)[CH2:2][CH2:3][CH3:4].